From a dataset of Catalyst prediction with 721,799 reactions and 888 catalyst types from USPTO. Predict which catalyst facilitates the given reaction. (1) Reactant: CC#N.[CH3:4][O:5][C:6](=[O:22])[C:7]1[CH:12]=[CH:11][CH:10]=[CH:9][C:8]=1[C:13](=[O:21])[C:14]1[CH:19]=[CH:18][C:17]([OH:20])=[CH:16][CH:15]=1.C(=O)([O-])[O-].[Cs+].[Cs+].[CH3:29][Si:30]([CH2:33][CH2:34][O:35][CH2:36]Cl)([CH3:32])[CH3:31]. Product: [CH3:4][O:5][C:6](=[O:22])[C:7]1[CH:12]=[CH:11][CH:10]=[CH:9][C:8]=1[C:13](=[O:21])[C:14]1[CH:15]=[CH:16][C:17]([O:20][CH2:36][O:35][CH2:34][CH2:33][Si:30]([CH3:32])([CH3:31])[CH3:29])=[CH:18][CH:19]=1. The catalyst class is: 13. (2) Reactant: Cl.[NH2:2][CH2:3][C:4]1[CH:5]=[C:6]([CH2:10][N:11]2[C:19]3[C:14](=[C:15]([O:20][CH3:21])[CH:16]=[CH:17][CH:18]=3)[C:13]([NH:22][S:23]([C:26]3[S:27][C:28]([Cl:31])=[CH:29][CH:30]=3)(=[O:25])=[O:24])=[N:12]2)[CH:7]=[CH:8][CH:9]=1.[CH3:32][S:33](Cl)(=[O:35])=[O:34].N1C=CC=CC=1. Product: [Cl:31][C:28]1[S:27][C:26]([S:23]([NH:22][C:13]2[C:14]3[C:19](=[CH:18][CH:17]=[CH:16][C:15]=3[O:20][CH3:21])[N:11]([CH2:10][C:6]3[CH:7]=[CH:8][CH:9]=[C:4]([CH2:3][NH:2][S:33]([CH3:32])(=[O:35])=[O:34])[CH:5]=3)[N:12]=2)(=[O:25])=[O:24])=[CH:30][CH:29]=1. The catalyst class is: 2. (3) Reactant: [O:1]1[C:5]2([CH2:10][CH2:9][CH:8]([C:11]([OH:13])=O)[CH2:7][CH2:6]2)[O:4][CH2:3][CH2:2]1.C([N:16](CC)CC)C.ClC(OCCC)=O.N. Product: [O:1]1[C:5]2([CH2:10][CH2:9][CH:8]([C:11]([NH2:16])=[O:13])[CH2:7][CH2:6]2)[O:4][CH2:3][CH2:2]1. The catalyst class is: 7. (4) Reactant: [CH3:1][O:2][C:3]1[CH:4]=[C:5]2[C:10](=[CH:11][C:12]=1[O:13][CH3:14])[N:9]=[CH:8][N:7]=[C:6]2[O:15][C:16]1[CH:22]=[CH:21][C:19]([NH2:20])=[C:18]([CH3:23])[C:17]=1[CH3:24].C1(C)C=CC=CC=1.C(N(CC)CC)C.ClC(Cl)(O[C:43](=[O:49])[O:44][C:45](Cl)(Cl)Cl)Cl.[F:51][C:52]1[CH:62]=[CH:61][CH:60]=[CH:59][C:53]=1[O:54][CH2:55][CH2:56]CO. Product: [CH3:1][O:2][C:3]1[CH:4]=[C:5]2[C:10](=[CH:11][C:12]=1[O:13][CH3:14])[N:9]=[CH:8][N:7]=[C:6]2[O:15][C:16]1[CH:22]=[CH:21][C:19]([NH:20][C:43](=[O:49])[O:44][CH2:45][CH2:56][CH2:55][O:54][C:53]2[CH:59]=[CH:60][CH:61]=[CH:62][C:52]=2[F:51])=[C:18]([CH3:23])[C:17]=1[CH3:24]. The catalyst class is: 2. (5) The catalyst class is: 4. Reactant: [NH2:1][C:2]1[CH:3]=[CH:4][C:5]([OH:12])=[C:6]([CH:11]=1)[C:7]([O:9][CH3:10])=[O:8].[C:13]([NH:20][CH2:21][C:22](O)=[O:23])([O:15][C:16]([CH3:19])([CH3:18])[CH3:17])=[O:14].CCN=C=NCCCN(C)C.CN(C1C=CC=CN=1)C. Product: [C:16]([O:15][C:13]([NH:20][CH2:21][C:22]([NH:1][C:2]1[CH:3]=[CH:4][C:5]([OH:12])=[C:6]([CH:11]=1)[C:7]([O:9][CH3:10])=[O:8])=[O:23])=[O:14])([CH3:19])([CH3:18])[CH3:17]. (6) Reactant: Cl[C:2]1[CH:3]=[CH:4][C:5]2[N:6]([C:8]([CH2:11][C:12]3[CH:13]=[C:14]4[C:19](=[CH:20][CH:21]=3)[N:18]=[CH:17][CH:16]=[CH:15]4)=[N:9][N:10]=2)[N:7]=1.C([Sn](CCCC)(CCCC)[C:27]([O:29][CH2:30][CH3:31])=[CH2:28])CCC.N#N. Product: [CH2:30]([O:29][C:27]([C:2]1[CH:3]=[CH:4][C:5]2[N:6]([C:8]([CH2:11][C:12]3[CH:13]=[C:14]4[C:19](=[CH:20][CH:21]=3)[N:18]=[CH:17][CH:16]=[CH:15]4)=[N:9][N:10]=2)[N:7]=1)=[CH2:28])[CH3:31]. The catalyst class is: 128. (7) Reactant: [CH2:1]1[C:9]2[CH:8]=[CH:7][N:6]=[C:5]([C:10]([O:12]C)=[O:11])[C:4]=2[CH2:3][O:2]1.[OH-].[Na+].Cl.C(#N)C. Product: [CH2:1]1[C:9]2[CH:8]=[CH:7][N:6]=[C:5]([C:10]([OH:12])=[O:11])[C:4]=2[CH2:3][O:2]1. The catalyst class is: 5. (8) Reactant: [CH2:1]1[N:6]([CH2:7][CH2:8][CH2:9][CH2:10][O:11][C:12]2[CH:17]=[CH:16][C:15]3[CH:18]=[CH:19][C:20]([NH:22][C:14]=3[CH:13]=2)=[O:21])[CH2:5][CH2:4][N:3]([C:23]2[CH:28]=[CH:27][CH:26]=[C:25]([Cl:29])[C:24]=2[Cl:30])[CH2:2]1.CC(C)([O-])C.[K+].CC1CCCO1.Cl[C:44]([O:46][CH2:47][CH2:48][CH2:49][CH2:50][CH2:51][CH3:52])=[O:45]. Product: [C:44](=[O:45])([O:46][CH2:47][CH2:48][CH2:49][CH2:50][CH2:51][CH3:52])[O:21][C:20]1[CH:19]=[CH:18][C:15]2[C:14](=[CH:13][C:12]([O:11][CH2:10][CH2:9][CH2:8][CH2:7][N:6]3[CH2:5][CH2:4][N:3]([C:23]4[CH:28]=[CH:27][CH:26]=[C:25]([Cl:29])[C:24]=4[Cl:30])[CH2:2][CH2:1]3)=[CH:17][CH:16]=2)[N:22]=1. The catalyst class is: 6.